Dataset: Forward reaction prediction with 1.9M reactions from USPTO patents (1976-2016). Task: Predict the product of the given reaction. (1) The product is: [F:21][C:18]([F:19])([F:20])[S:15]([NH:14][CH2:13][C:11]1[S:12][C:8]([C:5]2[CH:4]=[CH:3][C:2]([NH:1][C:23]([NH:22][C:25]3[CH:26]=[CH:27][C:28]([C:31]([F:32])([F:33])[F:34])=[CH:29][CH:30]=3)=[O:24])=[CH:7][CH:6]=2)=[CH:9][N:10]=1)(=[O:17])=[O:16]. Given the reactants [NH2:1][C:2]1[CH:7]=[CH:6][C:5]([C:8]2[S:12][C:11]([CH2:13][NH:14][S:15]([C:18]([F:21])([F:20])[F:19])(=[O:17])=[O:16])=[N:10][CH:9]=2)=[CH:4][CH:3]=1.[N:22]([C:25]1[CH:30]=[CH:29][C:28]([C:31]([F:34])([F:33])[F:32])=[CH:27][CH:26]=1)=[C:23]=[O:24], predict the reaction product. (2) Given the reactants [C:1]([C:5]1[C:14]2[C:9](=[CH:10][CH:11]=[CH:12][CH:13]=2)[N:8]=[C:7]([CH3:15])[C:6]=1[C:16](=[O:22])[C:17]([O:19][CH2:20][CH3:21])=[O:18])([CH3:4])([CH3:3])[CH3:2].[BH4-].[Na+], predict the reaction product. The product is: [C:1]([C:5]1[C:14]2[C:9](=[CH:10][CH:11]=[CH:12][CH:13]=2)[N:8]=[C:7]([CH3:15])[C:6]=1[CH:16]([OH:22])[C:17]([O:19][CH2:20][CH3:21])=[O:18])([CH3:4])([CH3:2])[CH3:3]. (3) The product is: [C:3]1(/[CH:2]=[CH:1]/[CH2:9][C:10]([O:12][CH3:13])=[O:11])[CH:8]=[CH:7][CH:6]=[CH:5][CH:4]=1. Given the reactants [CH:1](/[CH2:9][C:10]([OH:12])=[O:11])=[CH:2]\[C:3]1[CH:8]=[CH:7][CH:6]=[CH:5][CH:4]=1.[CH3:13]S(O)(=O)=O.C[O-].[Na+], predict the reaction product. (4) Given the reactants O1[CH:16]([CH2:17][CH:18]([CH3:20])[CH3:19])[CH2:15][C@@H:14]([CH3:21])[C@@H:13]2[C@@:22]3([CH3:28])[CH2:23][CH2:24][C@@H:25]4[C@:26]5([CH3:27])[CH:6]([CH2:7][CH2:8][C@H:9]4[C@@H:10]3[CH2:11][CH2:12]2)[CH2:5][C@@H:4](O)C[CH:2]15.[N-:30]=[N+:31]=[N-:32].[Na+].[OH2:34].[CH3:35][OH:36], predict the reaction product. The product is: [N:30]([C@@H:2]1[C@@:26]2([CH3:27])[CH:6]([CH2:7][CH2:8][C@@H:9]3[C@@H:25]2[CH2:24][CH2:23][C@@:22]2([CH3:28])[C@H:10]3[CH2:11][CH2:12][C@@H:13]2[C@H:14]([CH3:21])[CH2:15][CH2:16][CH2:17][CH:18]([CH3:19])[CH3:20])[CH2:5][C@@H:4]([OH:34])[C@H:35]1[OH:36])=[N+:31]=[N-:32].